Dataset: Forward reaction prediction with 1.9M reactions from USPTO patents (1976-2016). Task: Predict the product of the given reaction. (1) Given the reactants Br[C:2]1[C:7]2=[N:8][C:9]([C:12]([NH:14][CH:15]([C:17]([OH:20])([CH3:19])[CH3:18])[CH3:16])=[O:13])=[CH:10][N:11]=[C:6]2[CH:5]=[N:4][CH:3]=1.[F:21][C:22]1[CH:23]=[C:24](B(O)O)[CH:25]=[C:26]([F:29])[C:27]=1[F:28].C(=O)([O-])[O-].[Cs+].[Cs+].O1CCOCC1, predict the reaction product. The product is: [OH:20][C:17]([CH3:19])([CH3:18])[CH:15]([NH:14][C:12]([C:9]1[N:8]=[C:7]2[C:2]([C:24]3[CH:23]=[C:22]([F:21])[C:27]([F:28])=[C:26]([F:29])[CH:25]=3)=[CH:3][N:4]=[CH:5][C:6]2=[N:11][CH:10]=1)=[O:13])[CH3:16]. (2) Given the reactants [Cl:1]Cl.CC1C=CC=CN=1.[Cl:10][C:11]([Cl:19])([Cl:18])[C:12]1[CH:17]=[CH:16][CH:15]=[CH:14][N:13]=1, predict the reaction product. The product is: [Cl:1][C:14]1[N:13]=[C:12]([C:11]([Cl:19])([Cl:18])[Cl:10])[CH:17]=[CH:16][CH:15]=1. (3) Given the reactants [F:1][CH2:2][C@@:3]1([C:48]([O:50]CC2C=CC=CC=2)=[O:49])[CH2:8][CH2:7][C:6]([C:9]2[C:10]([CH3:47])([CH3:46])[C@H:11]3[C@:24]([CH3:27])([CH2:25][CH:26]=2)[C@@H:23]2[C@:14]([CH3:45])([C@@:15]4([CH3:44])[C@H:20]([CH2:21][CH2:22]2)[C@H:19]2[C@H:28]([C:31]([CH3:33])=[CH2:32])[CH2:29][CH2:30][C@:18]2([NH:34][C:35](=[O:43])[CH2:36][CH:37]2[CH2:42][CH2:41][O:40][CH2:39][CH2:38]2)[CH2:17][CH2:16]4)[CH2:13][CH2:12]3)=[CH:5][CH2:4]1.[OH-].[Na+], predict the reaction product. The product is: [F:1][CH2:2][C@@:3]1([C:48]([OH:50])=[O:49])[CH2:8][CH2:7][C:6]([C:9]2[C:10]([CH3:47])([CH3:46])[C@H:11]3[C@:24]([CH3:27])([CH2:25][CH:26]=2)[C@@H:23]2[C@:14]([CH3:45])([C@@:15]4([CH3:44])[C@H:20]([CH2:21][CH2:22]2)[C@H:19]2[C@H:28]([C:31]([CH3:33])=[CH2:32])[CH2:29][CH2:30][C@:18]2([NH:34][C:35](=[O:43])[CH2:36][CH:37]2[CH2:42][CH2:41][O:40][CH2:39][CH2:38]2)[CH2:17][CH2:16]4)[CH2:13][CH2:12]3)=[CH:5][CH2:4]1. (4) Given the reactants NCC(NCC([NH:9][C@H:10]([C:16](NCC(NCC(O)=O)=O)=[O:17])[CH2:11][CH2:12][C:13](=[O:15])[OH:14])=O)=O.CC(CC(NC(C(NC(CNC(CNC(C(N)CC1C=CC(O)=CC=1)=O)=O)=O)CC1C=CC=CC=1)=O)C(O)=[O:33])C.NCC(O)=O, predict the reaction product. The product is: [NH2:9][C@H:10]([C:16]([OH:17])=[O:33])[CH2:11][CH2:12][C:13]([OH:14])=[O:15]. (5) Given the reactants [CH3:1][C:2]1[C:10]([CH2:11][CH:12]=O)=[CH:9][CH:8]=[C:7]2[C:3]=1[CH2:4][O:5][C:6]2=[O:14].[NH:15]1[CH2:20][CH2:19][CH:18]([C:21]([O:23][C:24]([CH3:27])([CH3:26])[CH3:25])=[O:22])[CH2:17][CH2:16]1.[BH3-]C#N.[Na+], predict the reaction product. The product is: [CH3:1][C:2]1[C:10]([CH2:11][CH2:12][N:15]2[CH2:20][CH2:19][CH:18]([C:21]([O:23][C:24]([CH3:27])([CH3:26])[CH3:25])=[O:22])[CH2:17][CH2:16]2)=[CH:9][CH:8]=[C:7]2[C:3]=1[CH2:4][O:5][C:6]2=[O:14]. (6) Given the reactants Cl.[NH2:2][C@@H:3]([CH2:8][C:9]1[CH:14]=[CH:13][CH:12]=[CH:11][CH:10]=1)[C:4](=[O:7])[CH2:5][Cl:6].C1(C)C=CC=CC=1.Cl[C:23]([O:25][CH2:26][C:27]1[CH:32]=[CH:31][CH:30]=[CH:29][CH:28]=1)=[O:24].C(=O)([O-])O.[Na+], predict the reaction product. The product is: [CH2:26]([O:25][C:23]([NH:2][C@@H:3]([CH2:8][C:9]1[CH:14]=[CH:13][CH:12]=[CH:11][CH:10]=1)[C:4](=[O:7])[CH2:5][Cl:6])=[O:24])[C:27]1[CH:32]=[CH:31][CH:30]=[CH:29][CH:28]=1. (7) Given the reactants [Br:1][C:2]1[C:3]([CH3:18])=[C:4]([NH:8][C:9](=S)[C:10]2[CH:15]=[CH:14][CH:13]=[CH:12][C:11]=2F)[CH:5]=[CH:6][CH:7]=1.[NH2:19][NH2:20], predict the reaction product. The product is: [Br:1][C:2]1[C:3]([CH3:18])=[C:4]([NH:8][C:9]2[C:10]3[C:11](=[CH:12][CH:13]=[CH:14][CH:15]=3)[NH:20][N:19]=2)[CH:5]=[CH:6][CH:7]=1.